From a dataset of Catalyst prediction with 721,799 reactions and 888 catalyst types from USPTO. Predict which catalyst facilitates the given reaction. Reactant: [CH3:1][C:2]1[N:6]([CH2:7][CH:8]2[C:21](=[O:22])[C:12]3[C:13]4[CH:14]=[CH:15][CH:16]=[CH:17][C:18]=4[N:19]([CH3:20])[C:11]=3[CH2:10][CH2:9]2)[CH:5]=[CH:4][N:3]=1.C([OH:25])C.[ClH:26]. Product: [CH3:1][C:2]1[N:6]([CH2:7][CH:8]2[C:21](=[O:22])[C:12]3[C:13]4[C:18]([N:19]([CH3:20])[C:11]=3[CH2:10][CH2:9]2)=[CH:17][CH:16]=[CH:15][CH:14]=4)[CH:5]=[CH:4][N:3]=1.[OH2:25].[OH2:22].[ClH:26]. The catalyst class is: 32.